Task: Predict the reaction yield, written as a fraction of the theoretical maximum amount of product (1.0 means a 100% yield; for example, 0.34 means a 34% yield).. Dataset: Reaction yield outcomes from USPTO patents with 853,638 reactions The reactants are C([O-])(=O)C.[NH4+:5].[CH3:6][CH:7]1[CH2:11][CH2:10][C:9](=O)[C@@H:8]1[C:13]([O:15][CH2:16][CH3:17])=[O:14]. The catalyst is CO. The product is [NH2:5][C:9]1[CH2:10][CH2:11][C@@H:7]([CH3:6])[C:8]=1[C:13]([O:15][CH2:16][CH3:17])=[O:14]. The yield is 0.970.